This data is from Hepatocyte clearance measurements from AstraZeneca. The task is: Regression/Classification. Given a drug SMILES string, predict its absorption, distribution, metabolism, or excretion properties. Task type varies by dataset: regression for continuous measurements (e.g., permeability, clearance, half-life) or binary classification for categorical outcomes (e.g., BBB penetration, CYP inhibition). For this dataset (clearance_hepatocyte_az), we predict log10(clearance) (log10 of the in vitro intrinsic clearance, CLint, in uL/min per 10^6 hepatocytes; values are censored to the assay range of 3 to 150, which is 0.477 to 2.18 on this log10 scale). (1) The drug is N#Cc1cc(-c2n[nH]c(-c3ccncc3)n2)ccn1. The log10(clearance) is 0.480. (2) The molecule is CC/C(=C(/c1ccc(O)cc1)c1ccc(/C=C/C(=O)O)cc1)c1ccccc1. The log10(clearance) is 1.84. (3) The drug is Nc1nc2ccc(C(=O)c3ccccc3)cc2[nH]1. The log10(clearance) is 0.480. (4) The molecule is CCCC(=O)Nc1ccc(Cl)c(-c2nc3ncccc3o2)c1. The log10(clearance) is 1.91. (5) The compound is CC1(C)[C@H](NC(=O)/C(=N\OCc2cc(=O)c(O)cn2O)c2csc(N)n2)C(=O)N1OS(=O)(=O)O. The log10(clearance) is 0.480.